Dataset: Full USPTO retrosynthesis dataset with 1.9M reactions from patents (1976-2016). Task: Predict the reactants needed to synthesize the given product. (1) Given the product [ClH:19].[Cl:19][C:20]1[CH:27]=[CH:26][C:23]([CH2:24][S:18][C:9]2[NH:8][C@H:7]([C:1]3[CH:2]=[CH:3][CH:4]=[CH:5][CH:6]=3)[C@H:11]([C:12]3[CH:13]=[CH:14][CH:15]=[CH:16][CH:17]=3)[N:10]=2)=[CH:22][CH:21]=1, predict the reactants needed to synthesize it. The reactants are: [C:1]1([C@H:7]2[C@@H:11]([C:12]3[CH:17]=[CH:16][CH:15]=[CH:14][CH:13]=3)[NH:10][C:9](=[S:18])[NH:8]2)[CH:6]=[CH:5][CH:4]=[CH:3][CH:2]=1.[Cl:19][C:20]1[CH:27]=[CH:26][C:23]([CH2:24]Cl)=[CH:22][CH:21]=1. (2) Given the product [I:1][C:2]1[CH:7]=[CH:6][C:5]([C:8]2([O:14][CH3:17])[CH2:9][CH2:10][O:11][CH2:12][CH2:13]2)=[CH:4][CH:3]=1, predict the reactants needed to synthesize it. The reactants are: [I:1][C:2]1[CH:7]=[CH:6][C:5]([C:8]2([OH:14])[CH2:13][CH2:12][O:11][CH2:10][CH2:9]2)=[CH:4][CH:3]=1.[H-].[Na+].[CH3:17]I.O. (3) Given the product [NH2:29][CH:30]([C:34]1[CH:39]=[CH:38][CH:37]=[CH:36][CH:35]=1)[C:31]([N:8]([C:5]1[CH:6]=[CH:7][C:2]([F:1])=[C:3]([CH3:21])[CH:4]=1)[CH2:9][CH2:10][C:11]1[CH:16]=[CH:15][C:14]([C:17]([F:18])([F:19])[F:20])=[CH:13][CH:12]=1)=[O:32], predict the reactants needed to synthesize it. The reactants are: [F:1][C:2]1[CH:7]=[CH:6][C:5]([NH:8][CH2:9][CH2:10][C:11]2[CH:16]=[CH:15][C:14]([C:17]([F:20])([F:19])[F:18])=[CH:13][CH:12]=2)=[CH:4][C:3]=1[CH3:21].C(OC([NH:29][CH:30]([C:34]1[CH:39]=[CH:38][CH:37]=[CH:36][CH:35]=1)[C:31](O)=[O:32])=O)(C)(C)C. (4) Given the product [OH:13][C:14]1[CH:37]=[CH:36][C:35]([O:38][CH:39]2[CH2:40][CH2:41][N:42]([S:8]([CH3:7])(=[O:10])=[O:9])[CH2:43][CH2:44]2)=[CH:34][C:15]=1[C:16]([NH:18][C:19]1[CH:27]=[C:26]([C:28]2[CH:29]=[CH:30][CH:31]=[CH:32][CH:33]=2)[CH:25]=[CH:24][C:20]=1[C:21]([OH:23])=[O:22])=[O:17], predict the reactants needed to synthesize it. The reactants are: N1C=CC=CC=1.[CH3:7][S:8](Cl)(=[O:10])=[O:9].Cl.[OH:13][C:14]1[CH:37]=[CH:36][C:35]([O:38][CH:39]2[CH2:44][CH2:43][NH:42][CH2:41][CH2:40]2)=[CH:34][C:15]=1[C:16]([NH:18][C:19]1[CH:27]=[C:26]([C:28]2[CH:33]=[CH:32][CH:31]=[CH:30][CH:29]=2)[CH:25]=[CH:24][C:20]=1[C:21]([OH:23])=[O:22])=[O:17]. (5) Given the product [CH3:29][C:20]1[CH:19]=[C:17]([NH:18][C:11]([NH:10][S:7]([C:4]2[CH:3]=[CH:2][C:1]([CH3:13])=[CH:6][CH:5]=2)(=[O:8])=[O:9])=[O:12])[CH:16]=[C:15]([CH3:14])[C:21]=1[S:22]([CH2:25][N+:26]([O-:28])=[O:27])(=[O:24])=[O:23], predict the reactants needed to synthesize it. The reactants are: [C:1]1([CH3:13])[CH:6]=[CH:5][C:4]([S:7]([N:10]=[C:11]=[O:12])(=[O:9])=[O:8])=[CH:3][CH:2]=1.[CH3:14][C:15]1[CH:16]=[C:17]([CH:19]=[C:20]([CH3:29])[C:21]=1[S:22]([CH2:25][N+:26]([O-:28])=[O:27])(=[O:24])=[O:23])[NH2:18]. (6) Given the product [F:12][C:13]1[C:18]([F:19])=[C:17]([F:20])[CH:16]=[CH:15][C:14]=1[N:21]1[C:5](=[O:7])[C:4]2[C:3](=[C:2]([CH3:1])[CH:10]=[CH:9][CH:8]=2)[NH:11][C:22]1=[S:23], predict the reactants needed to synthesize it. The reactants are: [CH3:1][C:2]1[C:3]([NH2:11])=[C:4]([CH:8]=[CH:9][CH:10]=1)[C:5]([OH:7])=O.[F:12][C:13]1[C:18]([F:19])=[C:17]([F:20])[CH:16]=[CH:15][C:14]=1[N:21]=[C:22]=[S:23]. (7) Given the product [ClH:1].[Cl:1][C:2]1[CH:3]=[C:4]([CH:18]=[CH:19][C:20]=1[Cl:21])[O:5][CH2:6][C:7]1[N:8]=[CH:9][CH:10]=[C:11]2[C:15]([CH3:16])=[C:14]([CH3:17])[N:13]([CH2:25][CH2:24][O:23][CH3:22])[C:12]=12, predict the reactants needed to synthesize it. The reactants are: [Cl:1][C:2]1[CH:3]=[C:4]([CH:18]=[CH:19][C:20]=1[Cl:21])[O:5][CH2:6][C:7]1[N:8]=[CH:9][CH:10]=[C:11]2[C:15]([CH3:16])=[C:14]([CH3:17])[NH:13][C:12]=12.[CH3:22][O:23][CH2:24][CH2:25]Br.